This data is from Full USPTO retrosynthesis dataset with 1.9M reactions from patents (1976-2016). The task is: Predict the reactants needed to synthesize the given product. Given the product [F:1][C:2]1[CH:3]=[C:4]([CH:20]=[CH:21][C:22]=1[C:23](=[O:26])[NH:24][CH3:25])[CH2:5][C:6]1[CH:15]=[C:10]2[C:9]([CH2:16][N:27]([C@@H:28]3[C@@H:33]([OH:34])[CH2:32][CH2:31][O:30][CH2:29]3)[C:11]2=[O:12])=[C:8]([CH3:18])[C:7]=1[CH3:19], predict the reactants needed to synthesize it. The reactants are: [F:1][C:2]1[CH:3]=[C:4]([CH:20]=[CH:21][C:22]=1[C:23](=[O:26])[NH:24][CH3:25])[CH2:5][C:6]1[C:7]([CH3:19])=[C:8]([CH3:18])[C:9]([CH:16]=O)=[C:10]([CH:15]=1)[C:11](OC)=[O:12].[NH2:27][C@@H:28]1[C@@H:33]([OH:34])[CH2:32][CH2:31][O:30][CH2:29]1.S([O-])([O-])(=O)=O.[Mg+2].